Dataset: Full USPTO retrosynthesis dataset with 1.9M reactions from patents (1976-2016). Task: Predict the reactants needed to synthesize the given product. (1) Given the product [OH:1][C@H:2]([CH2:3][NH:4][CH2:5][C:6]1[CH:15]=[CH:14][CH:13]=[C:8]([CH2:9][OH:10])[CH:7]=1)[C@@H:16]([NH:24][C:25](=[O:49])[C:26]1[CH:27]=[C:28]([N:43]([CH3:48])[S:44]([CH3:47])(=[O:45])=[O:46])[CH:29]=[C:30]([C:32]([NH:33][C@@H:34]([C:36]2[CH:37]=[CH:38][CH:39]=[CH:40][CH:41]=2)[CH3:35])=[O:42])[CH:31]=1)[CH2:17][C:18]1[CH:19]=[CH:20][CH:21]=[CH:22][CH:23]=1, predict the reactants needed to synthesize it. The reactants are: [OH:1][C@@H:2]([C@@H:16]([NH:24][C:25](=[O:49])[C:26]1[CH:31]=[C:30]([C:32](=[O:42])[NH:33][C@@H:34]([C:36]2[CH:41]=[CH:40][CH:39]=[CH:38][CH:37]=2)[CH3:35])[CH:29]=[C:28]([N:43]([CH3:48])[S:44]([CH3:47])(=[O:46])=[O:45])[CH:27]=1)[CH2:17][C:18]1[CH:23]=[CH:22][CH:21]=[CH:20][CH:19]=1)[CH2:3][NH:4][CH2:5][C:6]1[CH:7]=[C:8]([CH:13]=[CH:14][CH:15]=1)[C:9](OC)=[O:10].CC(C[Al]CC(C)C)C. (2) Given the product [C:1]([C:3]1[C:4]([N:18]2[CH2:21][CH:20]([C:22](=[O:24])[NH:37][S:34]([CH2:33][C:28]3[CH:29]=[CH:30][CH:31]=[CH:32][C:27]=3[C:25]#[N:26])(=[O:35])=[O:36])[CH2:19]2)=[N:5][C:6]([C:14]([F:17])([F:15])[F:16])=[C:7]([CH:8]=1)[C:9]([O:11][CH2:12][CH3:13])=[O:10])#[N:2], predict the reactants needed to synthesize it. The reactants are: [C:1]([C:3]1[C:4]([N:18]2[CH2:21][CH:20]([C:22]([OH:24])=O)[CH2:19]2)=[N:5][C:6]([C:14]([F:17])([F:16])[F:15])=[C:7]([C:9]([O:11][CH2:12][CH3:13])=[O:10])[CH:8]=1)#[N:2].[C:25]([C:27]1[CH:32]=[CH:31][CH:30]=[CH:29][C:28]=1[CH2:33][S:34]([NH2:37])(=[O:36])=[O:35])#[N:26]. (3) Given the product [CH3:34][N:30]1[C:31]2[C:27](=[CH:26][C:25]([B:15]3[O:16][C:17]([CH3:22])([CH3:23])[C:18]([CH3:20])([CH3:21])[O:19]3)=[CH:33][CH:32]=2)[C:28]([CH3:35])=[N:29]1, predict the reactants needed to synthesize it. The reactants are: C([O-])(=O)C.[K+].[B:15]1([B:15]2[O:19][C:18]([CH3:21])([CH3:20])[C:17]([CH3:23])([CH3:22])[O:16]2)[O:19][C:18]([CH3:21])([CH3:20])[C:17]([CH3:23])([CH3:22])[O:16]1.Br[C:25]1[CH:26]=[C:27]2[C:31](=[CH:32][CH:33]=1)[N:30]([CH3:34])[N:29]=[C:28]2[CH3:35].CCOC(C)=O.O. (4) Given the product [OH:1][CH2:2][C:3](=[O:4])[CH3:5].[CH2:2]([OH:1])[CH:3]([OH:4])[CH3:5], predict the reactants needed to synthesize it. The reactants are: [OH:1][CH2:2][CH:3]([CH2:5]O)[OH:4]. (5) The reactants are: [BH4-].[Li+].[CH3:3][C:4]1[CH:5]=[C:6]([CH:11]=[CH:12][C:13]=1[Br:14])[C:7](OC)=[O:8].[Cl-].[NH4+]. Given the product [Br:14][C:13]1[CH:12]=[CH:11][C:6]([CH2:7][OH:8])=[CH:5][C:4]=1[CH3:3], predict the reactants needed to synthesize it. (6) Given the product [CH3:23][C:24]1[CH:30]=[C:29]([N:31]2[CH2:32][CH2:33][O:34][CH2:35][CH2:36]2)[CH:28]=[CH:27][C:25]=1[NH:26][C:2]1[N:7]=[CH:6][N:5]=[C:4]([C:8]2[CH:9]=[CH:10][C:11]([O:16][CH:17]3[CH2:22][CH2:21][O:20][CH2:19][CH2:18]3)=[C:12]([CH:15]=2)[C:13]#[N:14])[N:3]=1, predict the reactants needed to synthesize it. The reactants are: Cl[C:2]1[N:7]=[CH:6][N:5]=[C:4]([C:8]2[CH:9]=[CH:10][C:11]([O:16][CH:17]3[CH2:22][CH2:21][O:20][CH2:19][CH2:18]3)=[C:12]([CH:15]=2)[C:13]#[N:14])[N:3]=1.[CH3:23][C:24]1[CH:30]=[C:29]([N:31]2[CH2:36][CH2:35][O:34][CH2:33][CH2:32]2)[CH:28]=[CH:27][C:25]=1[NH2:26].CCN(C(C)C)C(C)C. (7) Given the product [CH3:15][C@@H:12]1[CH2:13][CH2:14][NH:9][CH2:10][C@@H:11]1[NH:16][C:17](=[O:23])[O:18][C:19]([CH3:22])([CH3:21])[CH3:20], predict the reactants needed to synthesize it. The reactants are: O.C([N:9]1[CH2:14][CH2:13][C@@H:12]([CH3:15])[C@@H:11]([N:16](C)[C:17](=[O:23])[O:18][C:19]([CH3:22])([CH3:21])[CH3:20])[CH2:10]1)C1C=CC=CC=1.